This data is from Catalyst prediction with 721,799 reactions and 888 catalyst types from USPTO. The task is: Predict which catalyst facilitates the given reaction. Reactant: [OH:1][CH:2]([CH2:16][CH:17]=[CH2:18])[C@@H:3]([NH:5][C:6](=[O:15])[O:7][CH2:8][C:9]1[CH:14]=[CH:13][CH:12]=[CH:11][CH:10]=1)[CH3:4].N1C(C)=CC=CC=1C.FC(F)(F)S(O)(=O)=O.[C:35]([SiH:39]([CH3:41])[CH3:40])([CH3:38])([CH3:37])[CH3:36].O. Product: [CH2:8]([O:7][C:6](=[O:15])[NH:5][C@@H:3]([CH3:4])[CH:2]([O:1][Si:39]([C:35]([CH3:38])([CH3:37])[CH3:36])([CH3:41])[CH3:40])[CH2:16][CH:17]=[CH2:18])[C:9]1[CH:14]=[CH:13][CH:12]=[CH:11][CH:10]=1. The catalyst class is: 7.